Dataset: Catalyst prediction with 721,799 reactions and 888 catalyst types from USPTO. Task: Predict which catalyst facilitates the given reaction. (1) Reactant: [CH3:1][O:2][C:3]1[CH:8]=[CH:7][CH:6]=[C:5]([O:9][CH3:10])[C:4]=1[O:11]C.C(Cl)(Cl)Cl.C[SiH](C)C.[I-]. Product: [CH3:10][O:9][C:5]1[CH:6]=[CH:7][CH:8]=[C:3]([O:2][CH3:1])[C:4]=1[OH:11]. The catalyst class is: 27. (2) Reactant: [C:1]([N:4]1[C:13]2[C:8](=[CH:9][C:10]([C:14]3[CH:19]=[CH:18][C:17]([CH2:20][N:21]4[CH2:27][CH2:26][CH2:25][N:24](C(OC(C)(C)C)=O)[CH2:23][CH2:22]4)=[CH:16][CH:15]=3)=[CH:11][CH:12]=2)[C@H:7]([NH:35][C:36]([O:38][CH:39]([CH3:41])[CH3:40])=[O:37])[CH2:6][C@@H:5]1[CH3:42])(=[O:3])[CH3:2].[ClH:43]. Product: [ClH:43].[ClH:43].[C:1]([N:4]1[C:13]2[C:8](=[CH:9][C:10]([C:14]3[CH:19]=[CH:18][C:17]([CH2:20][N:21]4[CH2:27][CH2:26][CH2:25][NH:24][CH2:23][CH2:22]4)=[CH:16][CH:15]=3)=[CH:11][CH:12]=2)[C@H:7]([NH:35][C:36](=[O:37])[O:38][CH:39]([CH3:40])[CH3:41])[CH2:6][C@@H:5]1[CH3:42])(=[O:3])[CH3:2]. The catalyst class is: 275. (3) Reactant: Br[C:2]1[CH:3]=[C:4]([CH:7]=[CH:8][C:9]=1[CH:10]1[N:14]2[CH:15]=[N:16][CH:17]=[C:13]2[CH2:12][CH2:11]1)[C:5]#[N:6].[F:18][C:19]1[CH:24]=[CH:23][C:22](B(O)O)=[CH:21][CH:20]=1.C([O-])([O-])=O.[Na+].[Na+].[OH-].[K+]. Product: [CH:17]1[N:16]=[CH:15][N:14]2[CH:10]([C:9]3[C:2]([C:22]4[CH:23]=[CH:24][C:19]([F:18])=[CH:20][CH:21]=4)=[CH:3][C:4]([C:5]#[N:6])=[CH:7][CH:8]=3)[CH2:11][CH2:12][C:13]=12. The catalyst class is: 104. (4) Reactant: [Si:1]([O:8][CH2:9][CH2:10][C:11]1[CH:24]=[N:23][C:14]2[S:15][C:16]3[CH:22]=[CH:21][CH:20]=[CH:19][C:17]=3[NH:18][C:13]=2[N:12]=1)([C:4]([CH3:7])([CH3:6])[CH3:5])([CH3:3])[CH3:2].[H-].[Na+].[CH3:27][O:28][CH2:29]Cl. Product: [O:8]([CH2:9][CH2:10][C:11]1[CH:24]=[N:23][C:14]2[S:15][C:16]3[CH:22]=[CH:21][CH:20]=[CH:19][C:17]=3[N:18]([CH2:27][O:28][CH3:29])[C:13]=2[N:12]=1)[Si:1]([C:4]([CH3:5])([CH3:6])[CH3:7])([CH3:3])[CH3:2]. The catalyst class is: 7. (5) Reactant: [F:1][C:2]1[CH:3]=[C:4]([C:8]2[S:9][C:10]([NH:14][C:15](=[O:21])[O:16][C:17]([CH3:20])([CH3:19])[CH3:18])=[C:11]([I:13])[N:12]=2)[CH:5]=[N:6][CH:7]=1.[H-].[Na+].I[CH3:25]. Product: [F:1][C:2]1[CH:3]=[C:4]([C:8]2[S:9][C:10]([N:14]([CH3:25])[C:15](=[O:21])[O:16][C:17]([CH3:18])([CH3:20])[CH3:19])=[C:11]([I:13])[N:12]=2)[CH:5]=[N:6][CH:7]=1. The catalyst class is: 3. (6) Reactant: [C:1]([NH:9][C:10]([NH:12][C:13]1([C:27]2[CH:32]=[CH:31][CH:30]=[CH:29][C:28]=2[F:33])[CH:17]([CH2:18]O)[CH2:16][N:15](C(OC(C)(C)C)=O)[CH2:14]1)=[S:11])(=[O:8])[C:2]1[CH:7]=[CH:6][CH:5]=[CH:4][CH:3]=1.ClC(N(C)C)=C(C)C. Product: [F:33][C:28]1[CH:29]=[CH:30][CH:31]=[CH:32][C:27]=1[C:13]12[CH2:14][NH:15][CH2:16][CH:17]1[CH2:18][S:11][C:10]([NH:9][C:1](=[O:8])[C:2]1[CH:7]=[CH:6][CH:5]=[CH:4][CH:3]=1)=[N:12]2. The catalyst class is: 4.